Dataset: Reaction yield outcomes from USPTO patents with 853,638 reactions. Task: Predict the reaction yield, written as a fraction of the theoretical maximum amount of product (1.0 means a 100% yield; for example, 0.34 means a 34% yield). (1) The reactants are C([Si](C)(C)[O:6][CH2:7][CH2:8][N:9]1[CH:13]=[CH:12][C:11]([NH:14][C:15](=[O:40])[CH:16]([N:24]2[C:29](=[O:30])[CH:28]=[C:27]([O:31][C:32]3[C:37]([F:38])=[CH:36][CH:35]=[CH:34][C:33]=3[F:39])[CH:26]=[N:25]2)[CH2:17][CH:18]2[CH2:23][CH2:22][O:21][CH2:20][CH2:19]2)=[N:10]1)(C)(C)C. The catalyst is C(O)C.Cl.C(OCC)(=O)C. The product is [F:38][C:37]1[CH:36]=[CH:35][CH:34]=[C:33]([F:39])[C:32]=1[O:31][C:27]1[CH:26]=[N:25][N:24]([CH:16]([CH2:17][CH:18]2[CH2:23][CH2:22][O:21][CH2:20][CH2:19]2)[C:15]([NH:14][C:11]2[CH:12]=[CH:13][N:9]([CH2:8][CH2:7][OH:6])[N:10]=2)=[O:40])[C:29](=[O:30])[CH:28]=1. The yield is 0.680. (2) The reactants are [Cl:1][C:2]1[CH:3]=[CH:4][C:5]([C:8]([OH:10])=O)=[N:6][CH:7]=1.[NH2:11][C:12]1[CH:13]=[CH:14][C:15]([F:30])=[C:16]([C@:18]2([CH3:29])[CH2:23][S:22](=[O:25])(=[O:24])[C:21]([CH3:27])([CH3:26])[C:20]([NH2:28])=[N:19]2)[CH:17]=1. No catalyst specified. The product is [NH2:28][C:20]1[C:21]([CH3:26])([CH3:27])[S:22](=[O:24])(=[O:25])[CH2:23][C@:18]([C:16]2[CH:17]=[C:12]([NH:11][C:8]([C:5]3[CH:4]=[CH:3][C:2]([Cl:1])=[CH:7][N:6]=3)=[O:10])[CH:13]=[CH:14][C:15]=2[F:30])([CH3:29])[N:19]=1. The yield is 0.974.